This data is from Full USPTO retrosynthesis dataset with 1.9M reactions from patents (1976-2016). The task is: Predict the reactants needed to synthesize the given product. (1) Given the product [NH2:1][C:2]1[N:3]=[CH:4][C:5](/[CH:11]=[CH:10]/[C:9]([O:13][CH2:14][C:15]2[CH:20]=[CH:19][CH:18]=[CH:17][CH:16]=2)=[O:12])=[CH:6][CH:7]=1, predict the reactants needed to synthesize it. The reactants are: [NH2:1][C:2]1[CH:7]=[CH:6][C:5](Br)=[CH:4][N:3]=1.[C:9]([O:13][CH2:14][C:15]1[CH:20]=[CH:19][CH:18]=[CH:17][CH:16]=1)(=[O:12])[CH:10]=[CH2:11].C1(C)C=CC=CC=1P(C1C=CC=CC=1C)C1C=CC=CC=1C.C(N(C(C)C)CC)(C)C. (2) Given the product [NH2:32][C:26]1[N:27]=[C:28]([NH:31][C:7]([C:6]2[C:2]([CH3:1])=[N:3][O:4][CH:5]=2)=[O:9])[CH:29]=[CH:30][C:25]=1[C:18]1[CH:19]=[C:20]([O:23][CH3:24])[CH:21]=[CH:22][C:17]=1[Cl:16], predict the reactants needed to synthesize it. The reactants are: [CH3:1][C:2]1[C:6]([C:7]([OH:9])=O)=[CH:5][O:4][N:3]=1.C(Cl)(=O)C(Cl)=O.[Cl:16][C:17]1[CH:22]=[CH:21][C:20]([O:23][CH3:24])=[CH:19][C:18]=1[C:25]1[C:26]([NH2:32])=[N:27][C:28]([NH2:31])=[CH:29][CH:30]=1.N1C(C)=CC=CC=1C.